This data is from Catalyst prediction with 721,799 reactions and 888 catalyst types from USPTO. The task is: Predict which catalyst facilitates the given reaction. (1) Reactant: [Cl:1][C:2]1[CH:3]=[N:4][C:5]2[C:10]([C:11]=1[CH:12]([F:37])[CH2:13][CH2:14][C:15]1([C:32]([O:34]CC)=[O:33])[CH2:20][CH2:19][N:18]([CH2:21][CH2:22][O:23][C:24]3[CH:29]=[C:28]([F:30])[CH:27]=[CH:26][C:25]=3[F:31])[CH2:17][CH2:16]1)=[CH:9][C:8]([O:38][CH3:39])=[CH:7][CH:6]=2.[OH-].[Na+]. Product: [Cl:1][C:2]1[CH:3]=[N:4][C:5]2[C:10]([C:11]=1[CH:12]([F:37])[CH2:13][CH2:14][C:15]1([C:32]([OH:34])=[O:33])[CH2:16][CH2:17][N:18]([CH2:21][CH2:22][O:23][C:24]3[CH:29]=[C:28]([F:30])[CH:27]=[CH:26][C:25]=3[F:31])[CH2:19][CH2:20]1)=[CH:9][C:8]([O:38][CH3:39])=[CH:7][CH:6]=2. The catalyst class is: 169. (2) Reactant: [NH:1]1[CH2:6][CH2:5][CH:4]([NH:7][C:8]2[C:9]3[CH:16]=[C:15]([CH2:17][C:18]([F:21])([F:20])[F:19])[S:14][C:10]=3[N:11]=[CH:12][N:13]=2)[CH2:3][CH2:2]1.[OH:22][C:23]1[CH:30]=[CH:29][C:26]([CH:27]=O)=[CH:25][CH:24]=1.[BH3-]C#N.[Na+]. Product: [F:20][C:18]([F:21])([F:19])[CH2:17][C:15]1[S:14][C:10]2[N:11]=[CH:12][N:13]=[C:8]([NH:7][CH:4]3[CH2:5][CH2:6][N:1]([CH2:27][C:26]4[CH:29]=[CH:30][C:23]([OH:22])=[CH:24][CH:25]=4)[CH2:2][CH2:3]3)[C:9]=2[CH:16]=1. The catalyst class is: 130. (3) Reactant: [C:1](OC(=O)C)(=[O:3])[CH3:2].[C:8]([O:12][C:13]([N:15]1[CH2:20][CH2:19][CH:18]([NH:21][CH3:22])[CH2:17][CH2:16]1)=[O:14])([CH3:11])([CH3:10])[CH3:9].C(O)(=O)C.[OH-].[Na+]. Product: [C:8]([O:12][C:13]([N:15]1[CH2:16][CH2:17][CH:18]([N:21]([C:1](=[O:3])[CH3:2])[CH3:22])[CH2:19][CH2:20]1)=[O:14])([CH3:11])([CH3:10])[CH3:9]. The catalyst class is: 6. (4) The catalyst class is: 5. Reactant: [C:1]1([N:7]2[CH:12]=[CH:11][C:10]([CH2:13][CH2:14][CH2:15][C:16]3[N:17]=[N:18][NH:19][CH:20]=3)=[C:9]([OH:21])[C:8]2=O)[CH:6]=[CH:5][CH:4]=[CH:3][CH:2]=1.P12(SP3(SP(SP(S3)(S1)=S)(=S)S2)=S)=[S:24].[Al].C(Cl)Cl. Product: [C:1]1([N:7]2[CH:12]=[CH:11][C:10]([CH2:13][CH2:14][CH2:15][C:16]3[N:17]=[N:18][NH:19][CH:20]=3)=[C:9]([OH:21])[C:8]2=[S:24])[CH:6]=[CH:5][CH:4]=[CH:3][CH:2]=1.